From a dataset of Reaction yield outcomes from USPTO patents with 853,638 reactions. Predict the reaction yield, written as a fraction of the theoretical maximum amount of product (1.0 means a 100% yield; for example, 0.34 means a 34% yield). (1) The reactants are [Cl:1][C:2]1[CH:10]=[C:9]2[C:5]([C:6]([CH:11]=[O:12])=[CH:7][NH:8]2)=[CH:4][C:3]=1[C:13]1[CH:18]=[CH:17][C:16]([C:19]2([OH:23])[CH2:22][CH2:21][CH2:20]2)=[CH:15][CH:14]=1.C(C(OC1C(OC(C(C)(C)C)=O)=C(I)C=CC=1)=O)(C)(C)C.[CH3:45][S:46]([NH2:49])(=[O:48])=[O:47]. The catalyst is C(OC(C)C)(=O)C. The product is [Cl:1][C:2]1[CH:10]=[C:9]2[C:5]([C:6]([C:11]([NH:49][S:46]([CH3:45])(=[O:48])=[O:47])=[O:12])=[CH:7][NH:8]2)=[CH:4][C:3]=1[C:13]1[CH:14]=[CH:15][C:16]([C:19]2([OH:23])[CH2:22][CH2:21][CH2:20]2)=[CH:17][CH:18]=1. The yield is 0.130. (2) The reactants are [Cl:1][C:2]1[CH:3]=[C:4]([NH:9][C:10]2[C:19]3[C:14](=[CH:15][CH:16]=[CH:17][C:18]=3[O:20][CH2:21][C@H:22]3[CH2:27][CH2:26][CH2:25][N:24]([C:28]([O:30][C:31]([CH3:34])([CH3:33])[CH3:32])=[O:29])[CH2:23]3)[N:13]=[CH:12][N:11]=2)[CH:5]=[CH:6][C:7]=1[OH:8].Cl.[N:36]1[CH:41]=[CH:40][CH:39]=[CH:38][C:37]=1[CH2:42]Cl. No catalyst specified. The product is [Cl:1][C:2]1[CH:3]=[C:4]([NH:9][C:10]2[C:19]3[C:14](=[CH:15][CH:16]=[CH:17][C:18]=3[O:20][CH2:21][C@H:22]3[CH2:27][CH2:26][CH2:25][N:24]([C:28]([O:30][C:31]([CH3:34])([CH3:33])[CH3:32])=[O:29])[CH2:23]3)[N:13]=[CH:12][N:11]=2)[CH:5]=[CH:6][C:7]=1[O:8][CH2:42][C:37]1[CH:38]=[CH:39][CH:40]=[CH:41][N:36]=1. The yield is 0.760.